Dataset: Experimentally validated miRNA-target interactions with 360,000+ pairs, plus equal number of negative samples. Task: Binary Classification. Given a miRNA mature sequence and a target amino acid sequence, predict their likelihood of interaction. The miRNA is hsa-miR-500b-3p with sequence GCACCCAGGCAAGGAUUCUG. The protein sequence of the target gene is MSAAPAYSEDKGGSAGPGEPEYGHDPASGGIFSSDYKRHDDLKEMLDTNKDSLKLEAMKRIVAMIARGKNASDLFPAVVKNVACKNIEVKKLVYVYLVRYAEEQQDLALLSISTFQRGLKDPNQLIRASALRVLSSIRVPIIVPIMMLAIKEAASDMSPYVRKTAAHAIPKLYSLDSDQKDQLIEVIEKLLADKTTLVAGSVVMAFEEVCPERIDLIHKNYRKLCNLLIDVEEWGQVVIISMLTRYARTQFLSPTQNESLLEENAEKAFYGSEEDEAKGAGSEETAAAAAPSRKPYVMDP.... Result: 1 (interaction).